This data is from Reaction yield outcomes from USPTO patents with 853,638 reactions. The task is: Predict the reaction yield, written as a fraction of the theoretical maximum amount of product (1.0 means a 100% yield; for example, 0.34 means a 34% yield). The reactants are [Cl:1][C:2]1[CH:3]=[C:4]2[C:9](=[CH:10][CH:11]=1)[N:8]=[C:7]([C:12]([O:14]CC)=O)[N:6]=[CH:5]2.[NH2:17][C@H:18]1[CH2:22][CH2:21][N:20]([C:23]([O:25][C:26]([CH3:29])([CH3:28])[CH3:27])=[O:24])[CH2:19]1.C(N(C(C)C)CC)(C)C. The catalyst is CN1C(=O)CCC1. The product is [Cl:1][C:2]1[CH:3]=[C:4]2[C:9](=[CH:10][CH:11]=1)[N:8]=[C:7]([C:12]([NH:17][C@H:18]1[CH2:22][CH2:21][N:20]([C:23]([O:25][C:26]([CH3:29])([CH3:28])[CH3:27])=[O:24])[CH2:19]1)=[O:14])[N:6]=[CH:5]2. The yield is 0.250.